From a dataset of Forward reaction prediction with 1.9M reactions from USPTO patents (1976-2016). Predict the product of the given reaction. Given the reactants [Br:1][C:2]1[CH:3]=[C:4]2[C:8](=[CH:9][CH:10]=1)[CH2:7][C:6]1([CH2:15][CH2:14][CH:13]([O:16][CH3:17])[CH2:12][CH2:11]1)[C:5]2=[N:18][S:19]([CH2:22][CH2:23][Si:24]([CH3:27])([CH3:26])[CH3:25])(=[O:21])=[O:20].[C:28]([O-:31])([O-])=O.[K+].[K+].Br[CH2:35][CH2:36]C(F)(F)F.[CH3:41]C#N, predict the reaction product. The product is: [Br:1][C:2]1[CH:3]=[C:4]2[C:8]([CH2:7][C:6]3([CH2:15][CH2:14][CH:13]([O:16][CH3:17])[CH2:12][CH2:11]3)[C:5]2([NH:18][S:19]([CH2:22][CH2:23][Si:24]([CH3:26])([CH3:25])[CH3:27])(=[O:21])=[O:20])[C:35]([O:31][CH2:28][CH3:41])=[CH2:36])=[CH:9][CH:10]=1.